Task: Predict the reactants needed to synthesize the given product.. Dataset: Full USPTO retrosynthesis dataset with 1.9M reactions from patents (1976-2016) (1) Given the product [Cl:1][C:2]1[CH:7]=[CH:6][C:5]([C@H:8]2[N:15]3[C:11]([S:12][C:13]([C:19]([N:33]([CH:30]([CH3:32])[CH3:31])[CH2:34][C:35]([O:37][C:38]([CH3:40])([CH3:39])[CH3:41])=[O:36])=[O:20])=[C:14]3[CH:16]([CH3:17])[CH3:18])=[N:10][C@:9]2([C:23]2[CH:28]=[CH:27][C:26]([Cl:29])=[CH:25][CH:24]=2)[CH3:22])=[CH:4][CH:3]=1, predict the reactants needed to synthesize it. The reactants are: [Cl:1][C:2]1[CH:7]=[CH:6][C:5]([C@H:8]2[N:15]3[C:11]([S:12][C:13]([C:19](O)=[O:20])=[C:14]3[CH:16]([CH3:18])[CH3:17])=[N:10][C@:9]2([C:23]2[CH:28]=[CH:27][C:26]([Cl:29])=[CH:25][CH:24]=2)[CH3:22])=[CH:4][CH:3]=1.[CH:30]([NH:33][CH2:34][C:35]([O:37][C:38]([CH3:41])([CH3:40])[CH3:39])=[O:36])([CH3:32])[CH3:31]. (2) Given the product [CH3:10][O:9][C:7](=[O:8])[C:6]1[CH:11]=[CH:12][C:3]([CH2:2][Cl:21])=[CH:4][C:5]=1[C:13]1[CH:18]=[CH:17][CH:16]=[CH:15][CH:14]=1, predict the reactants needed to synthesize it. The reactants are: O[CH2:2][C:3]1[CH:12]=[CH:11][C:6]([C:7]([O:9][CH3:10])=[O:8])=[C:5]([C:13]2[CH:18]=[CH:17][CH:16]=[CH:15][CH:14]=2)[CH:4]=1.S(Cl)([Cl:21])=O.[Cl-].[Li+].